This data is from Full USPTO retrosynthesis dataset with 1.9M reactions from patents (1976-2016). The task is: Predict the reactants needed to synthesize the given product. (1) Given the product [CH2:1]([O:8][C:9]1[N:14]=[C:13]([N:15]([CH2:16][C:17]2[CH:22]=[CH:21][C:20]([O:23][CH3:24])=[CH:19][C:18]=2[O:25][CH3:26])[S:34]([C:32]2[CH:33]=[C:28]([Cl:27])[C:29]([F:39])=[CH:30][C:31]=2[F:38])(=[O:36])=[O:35])[CH:12]=[CH:11][N:10]=1)[C:2]1[CH:7]=[CH:6][CH:5]=[CH:4][CH:3]=1, predict the reactants needed to synthesize it. The reactants are: [CH2:1]([O:8][C:9]1[N:14]=[C:13]([NH:15][CH2:16][C:17]2[CH:22]=[CH:21][C:20]([O:23][CH3:24])=[CH:19][C:18]=2[O:25][CH3:26])[CH:12]=[CH:11][N:10]=1)[C:2]1[CH:7]=[CH:6][CH:5]=[CH:4][CH:3]=1.[Cl:27][C:28]1[C:29]([F:39])=[CH:30][C:31]([F:38])=[C:32]([S:34](Cl)(=[O:36])=[O:35])[CH:33]=1.C[Si]([N-][Si](C)(C)C)(C)C.[Li+]. (2) Given the product [CH3:7][C:6]1([CH3:8])[C:9]2[C:17]3[C:12](=[CH:13][CH:14]=[CH:15][CH:16]=3)[NH:11][C:10]=2[CH2:20][NH:1][CH:2]1[C:3]([OH:5])=[O:4], predict the reactants needed to synthesize it. The reactants are: [NH2:1][CH:2]([C:6]([C:9]1[C:17]2[C:12](=[CH:13][CH:14]=[CH:15][CH:16]=2)[NH:11][CH:10]=1)([CH3:8])[CH3:7])[C:3]([OH:5])=[O:4].[OH-].[Na+].[CH2:20]=O.Cl. (3) Given the product [CH:55]1[CH:54]=[CH:53][C:52]2[NH:51][CH:50]=[C:49]([CH2:48][C@H:47]([NH:46][C:23]([C@@H:9]([NH2:8])[CH2:10][C:11]3[N:15]=[CH:14][NH:13][CH:12]=3)=[O:25])[C:65]([OH:67])=[O:66])[C:57]=2[CH:56]=1, predict the reactants needed to synthesize it. The reactants are: CC(OC([NH:8][C@H:9]([C:23]([OH:25])=O)[CH2:10][C:11]1[N:15]=[CH:14][N:13](C(OC(C)(C)C)=O)[CH:12]=1)=O)(C)C.C1CCC(NC2CCCCC2)CC1.CC(OC([NH:46][C@H:47]([C:65]([OH:67])=[O:66])[CH2:48][C:49]1[C:57]2[C:52](=[CH:53][CH:54]=[CH:55][CH:56]=2)[N:51](C(OC(C)(C)C)=O)[CH:50]=1)=O)(C)C.F[P-](F)(F)(F)(F)F.N1(O[P+](N(C)C)(N(C)C)N(C)C)C2C=CC=CC=2N=N1.CCN(C(C)C)C(C)C. (4) Given the product [C:1]([O:5][C:6]([N:8]([CH2:10][C:11]1[CH:12]=[C:13]([NH:23][C:24]([O:26][CH2:27][CH2:28][C:29]2[CH:34]=[CH:33][C:32]([CH:53]([NH:40][C:41]3[CH:42]=[C:43]([C:44](=[O:45])[NH2:46])[CH:47]=[CH:48][C:49]=3[F:50])[C:52]([OH:56])=[O:55])=[CH:31][C:30]=2[CH2:38][CH3:39])=[O:25])[CH:14]=[CH:15][C:16]=1[S:17]([CH:20]([CH3:22])[CH3:21])(=[O:19])=[O:18])[CH3:9])=[O:7])([CH3:4])([CH3:3])[CH3:2], predict the reactants needed to synthesize it. The reactants are: [C:1]([O:5][C:6]([N:8]([CH2:10][C:11]1[CH:12]=[C:13]([NH:23][C:24]([O:26][CH2:27][CH2:28][C:29]2[CH:34]=[CH:33][C:32](B(O)O)=[CH:31][C:30]=2[CH2:38][CH3:39])=[O:25])[CH:14]=[CH:15][C:16]=1[S:17]([CH:20]([CH3:22])[CH3:21])(=[O:19])=[O:18])[CH3:9])=[O:7])([CH3:4])([CH3:3])[CH3:2].[NH2:40][C:41]1[CH:42]=[C:43]([CH:47]=[CH:48][C:49]=1[F:50])[C:44]([NH2:46])=[O:45].O.[C:52]([OH:56])(=[O:55])[CH:53]=O. (5) Given the product [ClH:37].[CH2:1]([NH:3][C:4]([NH:5][C:6]1[CH:11]=[CH:10][C:9]([C:12]2[N:13]=[C:14]([N:28]3[CH2:33][CH2:32][O:31][CH2:30][C@@H:29]3[CH3:34])[C:15]3[CH2:20][NH:19][CH2:18][C:16]=3[N:17]=2)=[CH:8][C:7]=1[F:35])=[O:36])[CH3:2], predict the reactants needed to synthesize it. The reactants are: [CH2:1]([NH:3][C:4](=[O:36])[NH:5][C:6]1[CH:11]=[CH:10][C:9]([C:12]2[N:13]=[C:14]([N:28]3[CH2:33][CH2:32][O:31][CH2:30][C@@H:29]3[CH3:34])[C:15]3[CH2:20][N:19](C(OC(C)(C)C)=O)[CH2:18][C:16]=3[N:17]=2)=[CH:8][C:7]=1[F:35])[CH3:2].[ClH:37].CO. (6) The reactants are: [NH2:1][C:2]1[C:11]2[C:6](=[N:7][CH:8]=[CH:9][CH:10]=2)[N:5]([O:12]CC2C=CC=CC=2)[C:4](=[O:20])[C:3]=1[C:21]([O:23][CH2:24][CH3:25])=[O:22]. Given the product [NH2:1][C:2]1[C:11]2[C:6](=[N:7][CH:8]=[CH:9][CH:10]=2)[N:5]([OH:12])[C:4](=[O:20])[C:3]=1[C:21]([O:23][CH2:24][CH3:25])=[O:22], predict the reactants needed to synthesize it. (7) Given the product [CH2:7]([O:25][C:17]1[C:16]([Cl:15])=[CH:24][CH:23]=[CH:22][C:18]=1[C:19]([O:21][CH2:30][C:28]1[CH:33]=[CH:34][CH:1]=[CH:26][CH:27]=1)=[O:20])[C:8]1[CH:13]=[CH:12][CH:11]=[CH:10][CH:9]=1, predict the reactants needed to synthesize it. The reactants are: [C:1](=O)([O-])[O-].[K+].[K+].[CH2:7](Br)[C:8]1[CH:13]=[CH:12][CH:11]=[CH:10][CH:9]=1.[Cl:15][C:16]1[CH:24]=[CH:23][CH:22]=[C:18]([C:19]([OH:21])=[O:20])[C:17]=1[OH:25].[C:26](O)(=O)[CH2:27][C:28]([CH2:33][C:34](O)=O)([C:30](O)=O)O.